This data is from Catalyst prediction with 721,799 reactions and 888 catalyst types from USPTO. The task is: Predict which catalyst facilitates the given reaction. (1) Reactant: Br[C:2]1[CH:7]=[CH:6][C:5]([S:8]([NH:11][CH2:12][CH:13]2[CH2:15][CH2:14]2)(=[O:10])=[O:9])=[C:4]([C:16]([F:19])([F:18])[F:17])[CH:3]=1.C1C=CC(P(C2C(C3C(P(C4C=CC=CC=4)C4C=CC=CC=4)=CC=C4C=3C=CC=C4)=C3C(C=CC=C3)=CC=2)C2C=CC=CC=2)=CC=1.C(=O)([O-])[O-].[Cs+].[Cs+].[NH2:72][C:73]1[CH:81]=[C:80]2[C:76]([CH2:77][CH2:78][N:79]2[C:82](=[O:84])[CH3:83])=[CH:75][CH:74]=1. Product: [C:82]([N:79]1[C:80]2[C:76](=[CH:75][CH:74]=[C:73]([NH:72][C:2]3[CH:7]=[CH:6][C:5]([S:8]([NH:11][CH2:12][CH:13]4[CH2:15][CH2:14]4)(=[O:10])=[O:9])=[C:4]([C:16]([F:19])([F:18])[F:17])[CH:3]=3)[CH:81]=2)[CH2:77][CH2:78]1)(=[O:84])[CH3:83]. The catalyst class is: 222. (2) Reactant: C([O:3][C:4](=[O:28])[CH2:5][CH2:6][C:7]1[C:15]2[C:14](=[O:16])[CH2:13][CH2:12][CH2:11][C:10]=2[NH:9][C:8]=1/[CH:17]=[C:18]1\[C:19](=[O:27])[NH:20][C:21]2[C:26]\1=[CH:25][CH:24]=[CH:23][CH:22]=2)C.[OH-].[Na+].Cl. Product: [C:4]([CH2:5][CH2:6][C:7]1[C:15]2[C:14](=[O:16])[CH2:13][CH2:12][CH2:11][C:10]=2[NH:9][C:8]=1/[CH:17]=[C:18]1\[C:19](=[O:27])[NH:20][C:21]2[C:26]\1=[CH:25][CH:24]=[CH:23][CH:22]=2)([OH:28])=[O:3]. The catalyst class is: 14. (3) Reactant: [N:1]1([C:7]2[CH:12]=[CH:11][C:10]([N:13]3[CH2:18][CH2:17][O:16][CH2:15][C:14]3=[O:19])=[CH:9][CH:8]=2)[CH2:6][CH2:5][NH:4][CH2:3][CH2:2]1.CC1C=CC(S(O[CH2:31][CH2:32][CH2:33][C:34]2[C:42]3[C:37](=[CH:38][CH:39]=[C:40]([F:43])[CH:41]=3)[NH:36][CH:35]=2)(=O)=O)=CC=1.C(=O)([O-])[O-].[K+].[K+].[I-].[K+]. Product: [F:43][C:40]1[CH:41]=[C:42]2[C:37](=[CH:38][CH:39]=1)[NH:36][CH:35]=[C:34]2[CH2:33][CH2:32][CH2:31][N:4]1[CH2:5][CH2:6][N:1]([C:7]2[CH:8]=[CH:9][C:10]([N:13]3[CH2:18][CH2:17][O:16][CH2:15][C:14]3=[O:19])=[CH:11][CH:12]=2)[CH2:2][CH2:3]1. The catalyst class is: 10. (4) Reactant: O1CCOCC1.[F:7][C:8]1[CH:13]=[CH:12][C:11]([C:14]2[N:15]=[C:16]([CH:26]3[CH2:31][CH2:30][CH:29]([CH2:32][C:33]#[N:34])[CH2:28][CH2:27]3)[NH:17][C:18]=2[C:19]2[C:20](F)=[N:21][CH:22]=[CH:23][CH:24]=2)=[C:10]([N+:35]([O-])=O)[CH:9]=1.S(S([O-])=O)([O-])=O.[Na+].[Na+].[OH-].[NH4+]. Product: [F:7][C:8]1[CH:13]=[CH:12][C:11]2[C:14]3[N:15]=[C:16]([CH:26]4[CH2:31][CH2:30][CH:29]([CH2:32][C:33]#[N:34])[CH2:28][CH2:27]4)[NH:17][C:18]=3[C:19]3[CH:24]=[CH:23][CH:22]=[N:21][C:20]=3[NH:35][C:10]=2[CH:9]=1. The catalyst class is: 6. (5) Reactant: [C:9](O[C:9]([O:11][C:12]([CH3:15])([CH3:14])[CH3:13])=[O:10])([O:11][C:12]([CH3:15])([CH3:14])[CH3:13])=[O:10].C(N(C(C)C)CC)(C)C.[CH3:25][C:26]1[C:37]([C:38]([F:41])([F:40])[F:39])=[CH:36][C:29]2[NH:30][CH2:31][CH2:32][CH2:33][C:34](=[O:35])[C:28]=2[CH:27]=1. Product: [CH3:25][C:26]1[C:37]([C:38]([F:41])([F:39])[F:40])=[CH:36][C:29]2[N:30]([C:9]([O:11][C:12]([CH3:13])([CH3:14])[CH3:15])=[O:10])[CH2:31][CH2:32][CH2:33][C:34](=[O:35])[C:28]=2[CH:27]=1. The catalyst class is: 166. (6) The catalyst class is: 23. Product: [F:35][C:32]1[CH:33]=[CH:34][C:28]2[O:27][C:26]([NH:1][CH2:2][C@@H:3]3[C@H:8]([CH3:9])[CH2:7][CH2:6][CH2:5][N:4]3[C:10]([C:12]3[N:13]=[C:14]([CH3:24])[S:15][C:16]=3[C:17]3[CH:18]=[CH:19][C:20]([F:23])=[CH:21][CH:22]=3)=[O:11])=[N:30][C:29]=2[CH:31]=1. Reactant: [NH2:1][CH2:2][C@@H:3]1[C@H:8]([CH3:9])[CH2:7][CH2:6][CH2:5][N:4]1[C:10]([C:12]1[N:13]=[C:14]([CH3:24])[S:15][C:16]=1[C:17]1[CH:22]=[CH:21][C:20]([F:23])=[CH:19][CH:18]=1)=[O:11].Cl[C:26]1[O:27][C:28]2[CH:34]=[CH:33][C:32]([F:35])=[CH:31][C:29]=2[N:30]=1.CCN(C(C)C)C(C)C. (7) Reactant: C(N(CC)CC)C.[CH2:8]([O:10][CH2:11][C:12](Cl)=O)[CH3:9].[Br:15][C:16]1[CH:25]=[C:24]2[C:19]([C:20]([NH:27][CH2:28][C@@H:29]3[CH2:33][O:32][C:31]([CH3:35])([CH3:34])[O:30]3)=[C:21]([NH2:26])[CH:22]=[N:23]2)=[CH:18][CH:17]=1. Product: [Br:15][C:16]1[CH:17]=[CH:18][C:19]2[C:20]3[N:27]([CH2:28][C@@H:29]4[CH2:33][O:32][C:31]([CH3:35])([CH3:34])[O:30]4)[C:9]([CH2:8][O:10][CH2:11][CH3:12])=[N:26][C:21]=3[CH:22]=[N:23][C:24]=2[CH:25]=1. The catalyst class is: 4.